Dataset: Experimentally validated miRNA-target interactions with 360,000+ pairs, plus equal number of negative samples. Task: Binary Classification. Given a miRNA mature sequence and a target amino acid sequence, predict their likelihood of interaction. The miRNA is mmu-miR-3089-5p with sequence UGAGUUCAGGGACAGCGUGUCU. The protein sequence of the target gene is MAQRSPQELFHEAAQQGILAQPQPWWKIQLFMWEPVLFGTWDGVFTSCMINIFGVVLFLRTGWLVGNTGVLLGLLLVSFVVLVALITVLSGIGVAEHGGISSGGVYSMISSVLGGQMGGTVGLLYVFGQCVAGAMYITGFAESISDLLGLGDIWAVRGISVAVLLALLGINLAGVKWIIRLQLLLLLLLAVSTLDFVVGSFTHLDPEHGFIGYSPELLQSNILPEYSPGESFFTVFGVFFPAATGVMAGFNMGGDLRDPADSVPLGSLAAVGVSWFLYIIFAFLLGAVCTREALRSDFLI.... Result: 1 (interaction).